Dataset: Drug-target binding data from BindingDB using IC50 measurements. Task: Regression. Given a target protein amino acid sequence and a drug SMILES string, predict the binding affinity score between them. We predict pIC50 (pIC50 = -log10(IC50 in M); higher means more potent). Dataset: bindingdb_ic50. (1) The drug is CCN(CC)CCCNc1ccc2ncn3c4ccc(O)cc4c(=O)c1c23.Cl. The target protein (O95551) has sequence MELGSCLEGGREAAEEEGEPEVKKRRLLCVEFASVASCDAAVAQCFLAENDWEMERALNSYFEPPVEESALERRPETISEPKTYVDLTNEETTDSTTSKISPSEDTQQENGSMFSLITWNIDGLDLNNLSERARGVCSYLALYSPDVIFLQEVIPPYYSYLKKRSSNYEIITGHEEGYFTAIMLKKSRVKLKSQEIIPFPSTKMMRNLLCVHVNVSGNELCLMTSHLESTRGHAAERMNQLKMVLKKMQEAPESATVIFAGDTNLRDREVTRCGGLPNNIVDVWEFLGKPKHCQYTWDTQMNSNLGITAACKLRFDRIFFRAAAEEGHIIPRSLDLLGLEKLDCGRFPSDHWGLLCNLDIIL. The pIC50 is 3.9. (2) The drug is Cn1c(=O)c(S(=O)(=O)c2ccc(F)cc2F)cc2cnc(Nc3ccc4[nH]ccc4c3)nc21. The target protein (Q9ULU4) has sequence MDISTRSKDPGSAERTAQKRKFPSPPHSSNGHSPQDTSTSPIKKKKKPGLLNSNNKEQSELRHGPFYYMKQPLTTDPVDVVPQDGRNDFYCWVCHREGQVLCCELCPRVYHAKCLRLTSEPEGDWFCPECEKITVAECIETQSKAMTMLTIEQLSYLLKFAIQKMKQPGTDAFQKPVPLEQHPDYAEYIFHPMDLCTLEKNAKKKMYGCTEAFLADAKWILHNCIIYNGGNHKLTQIAKVVIKICEHEMNEIEVCPECYLAACQKRDNWFCEPCSNPHPLVWAKLKGFPFWPAKALRDKDGQVDARFFGQHDRAWVPINNCYLMSKEIPFSVKKTKSIFNSAMQEMEVYVENIRRKFGVFNYSPFRTPYTPNSQYQMLLDPTNPSAGTAKIDKQEKVKLNFDMTASPKILMSKPVLSGGTGRRISLSDMPRSPMSTNSSVHTGSDVEQDAEKKATSSHFSASEESMDFLDKSTASPASTKTGQAGSLSGSPKPFSPQLSA.... The pIC50 is 5.0. (3) The compound is O=Cc1ccc(O)c(O)c1[N+](=O)[O-]. The target protein (Q99028) has sequence KERAMHVGRKKGQIVDTVVQEQRPSVLLELGAYCGYSAVRMARLLLPSARLLTIELNPDNAAIAQQVVDFAGLQDRVTVVVGASQDIIPQLKKKYDVDTLDMVFLDHWKDRYLPDTLLLEECGLLRKGTVLLADNVICPGAPDFLAHVRGCGRFECTHFSSYLEYSQMVDGLEKAVYKGPGSPAQP. The pIC50 is 5.8. (4) The compound is COc1cc(F)ccc1-c1cccc(C(CC(=O)O)c2nccs2)c1. The target protein sequence is APDQDEIQRLPGLAKQPSFRQYSGYLKGSGSKHLHYWFVESQKDPENSPVVLWLNGGPGCSSLDGLLTEHGPFLVQPDGVTLEYNPYSWNLIANVLYLESPAGVGFSYSDDKFYATNDTEVAQSNFEALQDFFRLFPEYKNNKLFLTGESYAGIYIPTLAVLVMQDPSMNLQGLAVGNGLSSYEQNDNSLVYFAYYHGLLGNRLWSSLQTHCCSQNKCNFYDNKDLECVTNLQEVARIVGNSGLNIYNLYAPCAGGVPSHFRYEKDTVVVQDLGNIFTRLPLKRMWHQALLRSGDKVRMDPPCTNTTAASTYLNNPYVRKALNIPEQLPQWDMCNFLVNLQYRRLYRSMNSQYLKLLSSQKYQILLYNGDVDMACNFMGDEWFVDSLNQKMEVQRRPWLVKYGDSGEQIAGFVKEFSHIAFLTIKGAGHMVPTDKPLAAFTMFSRFLNKQPY. The pIC50 is 6.3. (5) The small molecule is CSc1ncnc2c1ncn2CC(=O)[C@@]1(O)CC[C@H]2[C@@H]3CCC4=CC(=O)CC[C@]4(C)[C@H]3[C@@H](O)C[C@@]21C. The target protein sequence is MLEPLRLSQLTVALDARLIGEDAVFSAVSTDSRAIGPGQLFIALSGPRFDGHDYLAEVAAKGAVAALVEREVADAPLPQLLVRDTRAALGRLGALNRRKFTGPLAAMTGSSGKTAVKEMLASILRTQAGDAESVLATRGNLNNDLGVPLTLLQLAPQHRSAVIELGASRIGEIAYTVELTRPHVAIITNAGTAHVGEFGGPEKIVEAKGEILEGLAADGTAVLNLDDKAFDTWKARASGRPLLTFSLDRPQADFRAADLQRDARGCMGFRLQGVAGEAQVQLNLLGRHNVANALAAAAAAHALGVPLDGIVAGLQALQPVKGRAVAQLTASGLRVIDDSYNANPASMLAAIDILSGFSGRTVLVLGDMGELGSWAEQAHREVGAYAAGKVSALYAVGPLMAHAVQAFGATGRHFADQASLIGALATEQPTTTILIKGSRSAAMDKVVAALCGSSEESH. The pIC50 is 2.3.